From a dataset of Reaction yield outcomes from USPTO patents with 853,638 reactions. Predict the reaction yield, written as a fraction of the theoretical maximum amount of product (1.0 means a 100% yield; for example, 0.34 means a 34% yield). (1) The product is [Br:1][C:2]1[CH:3]=[C:4]([CH:7]=[CH:8][C:9]=1[N:11]1[CH2:16][CH2:15][O:14][CH2:13][CH2:12]1)[CH:5]=[O:6]. The reactants are [Br:1][C:2]1[CH:3]=[C:4]([CH:7]=[CH:8][C:9]=1F)[CH:5]=[O:6].[NH:11]1[CH2:16][CH2:15][O:14][CH2:13][CH2:12]1.C([O-])([O-])=O.[K+].[K+]. The yield is 0.580. The catalyst is N1C=CC=CC=1. (2) The reactants are [N+:1]([C:4]1[CH:11]=[CH:10][CH:9]=[C:6]([C:7]#[N:8])[C:5]=1[C:12]#[N:13])([O-])=O.C(=O)([O-])[O-].[K+].[K+].N1[CH2:24][CH2:23][CH2:22][CH2:21]1. The catalyst is O. The product is [N:1]1([C:4]2[CH:11]=[CH:10][CH:9]=[C:6]([C:7]#[N:8])[C:5]=2[C:12]#[N:13])[CH2:24][CH2:23][CH2:22][CH2:21]1. The yield is 0.560. (3) The reactants are [F:1][C:2]1[CH:7]=[CH:6][CH:5]=[CH:4][C:3]=1[C:8](=[O:11])[CH:9]=[CH2:10].[Br:12][C:13]1[CH:18]=[CH:17][C:16]([C@@H:19]([NH2:21])[CH3:20])=[CH:15][CH:14]=1. The catalyst is CC#N. The product is [Br:12][C:13]1[CH:18]=[CH:17][C:16]([C@@H:19]([NH:21][CH2:10][CH2:9][C:8]([C:3]2[CH:4]=[CH:5][CH:6]=[CH:7][C:2]=2[F:1])=[O:11])[CH3:20])=[CH:15][CH:14]=1. The yield is 0.307. (4) The reactants are Br[C:2]1[CH:11]=[C:10]2[C:5]([N:6]([C:19]([CH:21]3[CH2:23][CH2:22]3)=[O:20])[C@@H:7]([CH3:18])[CH2:8][N:9]2[C:12]([O:14][CH:15]([CH3:17])[CH3:16])=[O:13])=[CH:4][CH:3]=1.O1CCOCC1.C(=O)([O-])[O-].[Cs+].[Cs+].CC1(C)C(C)(C)OB([C:44]2[CH:45]=[N:46][N:47](C(OC(C)(C)C)=O)[CH:48]=2)O1. The catalyst is C1(C=CC=CC=1)[P](C1C=CC=CC=1)(C1C=CC=CC=1)[Pd][P](C1C=CC=CC=1)(C1C=CC=CC=1)C1C=CC=CC=1.O. The product is [CH:21]1([C:19]([N:6]2[C:5]3[C:10](=[CH:11][C:2]([C:44]4[CH:45]=[N:46][NH:47][CH:48]=4)=[CH:3][CH:4]=3)[N:9]([C:12]([O:14][CH:15]([CH3:17])[CH3:16])=[O:13])[CH2:8][C@@H:7]2[CH3:18])=[O:20])[CH2:23][CH2:22]1. The yield is 0.710. (5) The reactants are C[O:2][C:3]([C:5]1[S:6][CH:7]=[CH:8][C:9]=1[NH:10][CH:11]=O)=O.C([O-])=O.[NH4+].C([NH2:19])=O. No catalyst specified. The product is [N:10]1[C:9]2[CH:8]=[CH:7][S:6][C:5]=2[C:3](=[O:2])[NH:19][CH:11]=1. The yield is 0.740.